This data is from NCI-60 drug combinations with 297,098 pairs across 59 cell lines. The task is: Regression. Given two drug SMILES strings and cell line genomic features, predict the synergy score measuring deviation from expected non-interaction effect. Drug 1: C1=CC=C(C(=C1)C(C2=CC=C(C=C2)Cl)C(Cl)Cl)Cl. Drug 2: C1CC(=O)NC(=O)C1N2C(=O)C3=CC=CC=C3C2=O. Cell line: NCI-H226. Synergy scores: CSS=1.10, Synergy_ZIP=-0.0832, Synergy_Bliss=-0.779, Synergy_Loewe=0.696, Synergy_HSA=-0.999.